The task is: Predict the product of the given reaction.. This data is from Forward reaction prediction with 1.9M reactions from USPTO patents (1976-2016). (1) Given the reactants [C:1]1([CH2:11][CH2:12]OS(C2C=CC(C)=CC=2)(=O)=O)[C:10]2[C:5](=[CH:6][CH:7]=[CH:8][CH:9]=2)[CH:4]=[CH:3][CH:2]=1.[N-:24]=[N+:25]=[N-:26].[Na+], predict the reaction product. The product is: [N:24]([CH2:12][CH2:11][C:1]1[C:10]2[C:5](=[CH:6][CH:7]=[CH:8][CH:9]=2)[CH:4]=[CH:3][CH:2]=1)=[N+:25]=[N-:26]. (2) Given the reactants C(OC([NH:8][C@@H:9]([CH2:25][C:26]1[CH:31]=[CH:30][C:29]([O:32][C:33](=[O:37])[CH:34]([CH3:36])[CH3:35])=[C:28]([O:38][C:39](=[O:43])[CH:40]([CH3:42])[CH3:41])[CH:27]=1)[C:10]([O:12][C@H:13]([CH3:24])[CH2:14][O:15][C:16]([C:18]1[CH:23]=[CH:22][CH:21]=[CH:20][CH:19]=1)=[O:17])=[O:11])=O)(C)(C)C.[ClH:44], predict the reaction product. The product is: [ClH:44].[NH2:8][C@@H:9]([CH2:25][C:26]1[CH:31]=[CH:30][C:29]([O:32][C:33](=[O:37])[CH:34]([CH3:36])[CH3:35])=[C:28]([O:38][C:39](=[O:43])[CH:40]([CH3:42])[CH3:41])[CH:27]=1)[C:10]([O:12][C@H:13]([CH3:24])[CH2:14][O:15][C:16]([C:18]1[CH:19]=[CH:20][CH:21]=[CH:22][CH:23]=1)=[O:17])=[O:11]. (3) Given the reactants [C:1]1([S:7]([O:10][C:11]2[CH:12]=[N:13][C:14]([CH2:17]Br)=[CH:15][CH:16]=2)(=[O:9])=[O:8])[CH:6]=[CH:5][CH:4]=[CH:3][CH:2]=1.[CH3:19][S:20]([O-:22])=[O:21].[Na+].O, predict the reaction product. The product is: [C:1]1([S:7]([O:10][C:11]2[CH:12]=[N:13][C:14]([CH2:17][S:20]([CH3:19])(=[O:22])=[O:21])=[CH:15][CH:16]=2)(=[O:9])=[O:8])[CH:6]=[CH:5][CH:4]=[CH:3][CH:2]=1. (4) Given the reactants [OH:1]N1C(=O)CCC1=O.[CH3:9][CH:10]([CH3:17])[N:11]=[C:12]=[N:13][CH:14]([CH3:16])[CH3:15].N(C(OCC1C2C(=CC=CC=2)C2C1=CC=CC=2)=O)CC(O)=O, predict the reaction product. The product is: [CH:10]([NH:11][C:12]([NH:13][CH:14]([CH3:16])[CH3:15])=[O:1])([CH3:17])[CH3:9]. (5) Given the reactants Cl.[F:2][C:3]1[CH:8]=[CH:7][C:6]([NH:9][NH2:10])=[C:5]([CH3:11])[CH:4]=1.C(N(CC)CC)C.C(O)(C(F)(F)F)=O.[F:26][C:27]([F:46])([CH3:45])[C:28](=O)[CH2:29][C:30]([C:32]1[CH:42]=[C:41]([CH3:43])[C:35]2[O:36][CH2:37][C:38](=[O:40])[NH:39][C:34]=2[CH:33]=1)=O, predict the reaction product. The product is: [F:26][C:27]([C:28]1[CH:29]=[C:30]([C:32]2[CH:42]=[C:41]([CH3:43])[C:35]3[O:36][CH2:37][C:38](=[O:40])[NH:39][C:34]=3[CH:33]=2)[N:9]([C:6]2[CH:7]=[CH:8][C:3]([F:2])=[CH:4][C:5]=2[CH3:11])[N:10]=1)([F:46])[CH3:45]. (6) Given the reactants CS(O[CH2:6][CH:7]1[O:15][C:10]2=[N:11][CH:12]=[CH:13][CH:14]=[C:9]2[O:8]1)(=O)=O.[NH2:16][CH2:17][CH2:18][CH2:19][N:20]1[CH2:25][C:24]([CH3:27])([CH3:26])[CH2:23][NH:22][C:21]1=[O:28], predict the reaction product. The product is: [O:8]1[C:9]2[C:10](=[N:11][CH:12]=[CH:13][CH:14]=2)[O:15][CH:7]1[CH2:6][NH:16][CH2:17][CH2:18][CH2:19][N:20]1[CH2:25][C:24]([CH3:26])([CH3:27])[CH2:23][NH:22][C:21]1=[O:28]. (7) The product is: [F:1][C:2]1[CH:3]=[C:4]([C:5]2[O:6][CH:25]=[N:24][CH:23]=2)[CH:7]=[CH:8][C:9]=1[C:10]([F:11])([F:12])[F:13]. Given the reactants [F:1][C:2]1[CH:3]=[C:4]([CH:7]=[CH:8][C:9]=1[C:10]([F:13])([F:12])[F:11])[CH:5]=[O:6].C1(C)C=CC(S([CH2:23][N+:24]#[C-:25])(=O)=O)=CC=1.C(=O)([O-])[O-].[K+].[K+], predict the reaction product. (8) The product is: [I:15][C:2]1[CH:3]=[C:4]2[C:9](=[CH:10][CH:11]=1)[NH:8][C:7](=[O:12])[CH:6]=[C:5]2[CH3:13]. Given the reactants Br[C:2]1[CH:3]=[C:4]2[C:9](=[CH:10][CH:11]=1)[NH:8][C:7](=[O:12])[CH:6]=[C:5]2[CH3:13].[Na+].[I-:15].CNCCNC.N, predict the reaction product. (9) Given the reactants Cl.[N:2]1[CH:7]=[CH:6][N:5]=[CH:4][C:3]=1[C:8]1[C:9](=[O:15])[NH:10][C:11](=[O:14])[NH:12][CH:13]=1.C([O-])([O-])=O.[K+].[K+].Br[CH2:23][CH2:24][CH:25]([O:28][CH3:29])[O:26][CH3:27].O, predict the reaction product. The product is: [CH3:27][O:26][CH:25]([O:28][CH3:29])[CH2:24][CH2:23][N:12]1[CH:13]=[C:8]([C:3]2[CH:4]=[N:5][CH:6]=[CH:7][N:2]=2)[C:9](=[O:15])[NH:10][C:11]1=[O:14]. (10) Given the reactants Br[C:2]1[CH:7]=[CH:6][CH:5]=[CH:4][N:3]=1.[Li]CCCC.[CH:13]1([C:16]2[N:20](C(OC(C)(C)C)=O)[C:19]3[CH:28]=[C:29]([C:42]4[C:43]([CH3:48])=[N:44][O:45][C:46]=4[CH3:47])[CH:30]=[C:31]([C:32](=[O:41])[C:33]4[CH:38]=[CH:37][C:36]([O:39][CH3:40])=[N:35][CH:34]=4)[C:18]=3[N:17]=2)[CH2:15][CH2:14]1, predict the reaction product. The product is: [CH:13]1([C:16]2[NH:20][C:19]3[CH:28]=[C:29]([C:42]4[C:43]([CH3:48])=[N:44][O:45][C:46]=4[CH3:47])[CH:30]=[C:31]([C:32]([C:33]4[CH:34]=[N:35][C:36]([O:39][CH3:40])=[CH:37][CH:38]=4)([C:2]4[CH:7]=[CH:6][CH:5]=[CH:4][N:3]=4)[OH:41])[C:18]=3[N:17]=2)[CH2:15][CH2:14]1.